From a dataset of Catalyst prediction with 721,799 reactions and 888 catalyst types from USPTO. Predict which catalyst facilitates the given reaction. (1) Reactant: [C:1]1([C:7]2[C:12]([C:13]3[CH:18]=[CH:17][CH:16]=[CH:15][CH:14]=3)=[CH:11][N:10]=[C:9]([NH:19][C@H:20]3[CH2:25][CH2:24][C@H:23]([C:26]([O:28]CC)=[O:27])[CH2:22][CH2:21]3)[N:8]=2)[CH:6]=[CH:5][CH:4]=[CH:3][CH:2]=1.O1CCCC1.[OH-].[Li+].S(=O)(=O)(O)O. Product: [C:1]1([C:7]2[C:12]([C:13]3[CH:18]=[CH:17][CH:16]=[CH:15][CH:14]=3)=[CH:11][N:10]=[C:9]([NH:19][C@H:20]3[CH2:21][CH2:22][C@H:23]([C:26]([OH:28])=[O:27])[CH2:24][CH2:25]3)[N:8]=2)[CH:2]=[CH:3][CH:4]=[CH:5][CH:6]=1. The catalyst class is: 6. (2) Reactant: O.C(=O)(O)[O-].[Na+].[CH2:7]([O:9][C:10]1[N:14]([CH2:15][C:16]2[CH:21]=[CH:20][C:19]([C:22]3[CH:27]=[CH:26][CH:25]=[CH:24][C:23]=3[C:28](=[N:30][OH:31])[NH2:29])=[CH:18][CH:17]=2)[C:13]2[C:32]([C:36]([O:38][CH2:39][C:40]3[O:41][C:42](=[O:46])[O:43][C:44]=3[CH3:45])=[O:37])=[CH:33][CH:34]=[CH:35][C:12]=2[N:11]=1)[CH3:8].Cl[C:48]([O:50][C:51]1[CH:56]=[CH:55][C:54]([N+:57]([O-:59])=[O:58])=[CH:53][CH:52]=1)=[O:49]. Product: [CH2:7]([O:9][C:10]1[N:14]([CH2:15][C:16]2[CH:17]=[CH:18][C:19]([C:22]3[CH:27]=[CH:26][CH:25]=[CH:24][C:23]=3[C:28](=[N:30][O:31][C:48]([O:50][C:51]3[CH:52]=[CH:53][C:54]([N+:57]([O-:59])=[O:58])=[CH:55][CH:56]=3)=[O:49])[NH2:29])=[CH:20][CH:21]=2)[C:13]2[C:32]([C:36]([O:38][CH2:39][C:40]3[O:41][C:42](=[O:46])[O:43][C:44]=3[CH3:45])=[O:37])=[CH:33][CH:34]=[CH:35][C:12]=2[N:11]=1)[CH3:8]. The catalyst class is: 4. (3) Product: [Cl:23][C:14]1[CH:15]=[CH:16][CH:17]=[C:18]([C:19]([F:22])([F:21])[F:20])[C:13]=1[C:11]([N:4]1[C:5]2[C:6](=[N:7][CH:8]=[CH:9][CH:10]=2)[C:2]([N:36]2[CH:31]3[CH2:32][CH2:33][CH:34]2[CH2:35][CH:29]([C:27]([O:26][CH3:25])=[O:28])[CH2:30]3)=[N:3]1)=[O:12]. The catalyst class is: 18. Reactant: Br[C:2]1[C:6]2=[N:7][CH:8]=[CH:9][CH:10]=[C:5]2[N:4]([C:11]([C:13]2[C:18]([C:19]([F:22])([F:21])[F:20])=[CH:17][CH:16]=[CH:15][C:14]=2[Cl:23])=[O:12])[N:3]=1.[Cl-].[CH3:25][O:26][C:27]([CH:29]1[CH2:35][CH:34]2[NH2+:36][CH:31]([CH2:32][CH2:33]2)[CH2:30]1)=[O:28].C([O-])([O-])=O.[Cs+].[Cs+].Cl. (4) Reactant: [OH:1][C:2]1[CH:9]=[CH:8][C:7]([Br:10])=[CH:6][C:3]=1[CH:4]=O.[C:11](#[N:14])[CH:12]=[CH2:13].N12CCN(CC1)CC2. Product: [Br:10][C:7]1[CH:6]=[C:3]2[C:2](=[CH:9][CH:8]=1)[O:1][CH2:13][C:12]([C:11]#[N:14])=[CH:4]2. The catalyst class is: 27. (5) Reactant: [ClH:1].[CH2:2]([N:6]([CH2:41][CH:42]([CH3:44])[CH3:43])[C:7]([C:9]1[CH:40]=[CH:39][C:12]2[N:13]([CH2:29][CH2:30][NH:31]C(=O)OC(C)(C)C)[C:14]([NH:16][C:17]3[CH:22]=[C:21]([O:23][CH3:24])[C:20]([O:25][CH3:26])=[C:19]([O:27][CH3:28])[CH:18]=3)=[N:15][C:11]=2[CH:10]=1)=[O:8])[CH:3]([CH3:5])[CH3:4]. Product: [ClH:1].[NH2:31][CH2:30][CH2:29][N:13]1[C:12]2[CH:39]=[CH:40][C:9]([C:7]([N:6]([CH2:2][CH:3]([CH3:4])[CH3:5])[CH2:41][CH:42]([CH3:44])[CH3:43])=[O:8])=[CH:10][C:11]=2[N:15]=[C:14]1[NH:16][C:17]1[CH:22]=[C:21]([O:23][CH3:24])[C:20]([O:25][CH3:26])=[C:19]([O:27][CH3:28])[CH:18]=1. The catalyst class is: 13.